This data is from Full USPTO retrosynthesis dataset with 1.9M reactions from patents (1976-2016). The task is: Predict the reactants needed to synthesize the given product. (1) Given the product [Br:1][C:2]1[CH:3]=[N:4][C:5]([CH2:8][Br:9])=[N:6][CH:7]=1, predict the reactants needed to synthesize it. The reactants are: [Br:1][C:2]1[CH:3]=[N:4][C:5]([CH3:8])=[N:6][CH:7]=1.[Br:9]N1C(=O)CCC1=O.CC(N=NC(C#N)(C)C)(C#N)C. (2) Given the product [F:26][C:27]1[CH:33]=[C:32]([F:34])[CH:31]=[CH:30][C:28]=1[NH:29][C:2]1[CH:3]=[CH:4][C:5]2[C:11](=[O:12])[C:10]3[CH:13]=[CH:14][C:15]([O:17][CH2:18][CH2:19][CH2:20][OH:21])=[CH:16][C:9]=3[CH2:8][CH2:7][C:6]=2[CH:25]=1, predict the reactants needed to synthesize it. The reactants are: Cl[C:2]1[CH:3]=[CH:4][C:5]2[C:11](=[O:12])[C:10]3[CH:13]=[CH:14][C:15]([O:17][CH2:18][CH2:19][CH2:20][O:21]C(=O)C)=[CH:16][C:9]=3[CH2:8][CH2:7][C:6]=2[CH:25]=1.[F:26][C:27]1[CH:33]=[C:32]([F:34])[CH:31]=[CH:30][C:28]=1[NH2:29].P. (3) Given the product [C:9]([O:13][C:14](=[O:33])[NH:15][CH:16]1[CH:26]2[CH2:27][CH2:28][CH:17]1[CH2:18][C:19]1[CH:20]=[C:21]([CH:29]=[CH:30][CH2:31][N:34]3[CH2:39][CH2:38][O:37][CH2:36][CH2:35]3)[CH:22]=[CH:23][C:24]=1[CH2:25]2)([CH3:12])([CH3:11])[CH3:10], predict the reactants needed to synthesize it. The reactants are: BrC(N(C)C)=C(C)C.[C:9]([O:13][C:14](=[O:33])[NH:15][CH:16]1[CH:26]2[CH2:27][CH2:28][CH:17]1[CH2:18][C:19]1[CH:20]=[C:21]([CH:29]=[CH:30][CH2:31]O)[CH:22]=[CH:23][C:24]=1[CH2:25]2)([CH3:12])([CH3:11])[CH3:10].[NH:34]1[CH2:39][CH2:38][O:37][CH2:36][CH2:35]1.C(Cl)Cl.CO.[OH-].[NH4+]. (4) Given the product [CH:71]1([CH2:70][N:63]2[C:64](=[O:65])[C:66]3[NH:69][C:37]([C:34]4[CH:33]=[CH:32][C:31]([CH2:30][O:29][CH2:28][CH2:27][O:26][CH2:25][CH2:24][O:23][CH2:22][CH2:21][O:20][CH2:19][CH2:18][O:17][CH2:16][CH2:15][O:14][CH2:13][CH2:12][O:11][CH2:10][CH2:9][O:8][CH2:7][CH2:6][O:5][CH2:4][CH2:3][O:2][CH3:1])=[CH:36][CH:35]=4)=[N:68][C:67]=3[N:60]([CH2:59][CH:53]3[CH2:58][CH2:57][CH2:56][CH2:55][CH2:54]3)[C:61]2=[O:62])[CH2:72][CH2:73][CH2:74][CH2:75][CH2:76]1, predict the reactants needed to synthesize it. The reactants are: [CH3:1][O:2][CH2:3][CH2:4][O:5][CH2:6][CH2:7][O:8][CH2:9][CH2:10][O:11][CH2:12][CH2:13][O:14][CH2:15][CH2:16][O:17][CH2:18][CH2:19][O:20][CH2:21][CH2:22][O:23][CH2:24][CH2:25][O:26][CH2:27][CH2:28][O:29][CH2:30][C:31]1[CH:36]=[CH:35][C:34]([C:37](O)=O)=[CH:33][CH:32]=1.C(Cl)(=O)C(Cl)=O.C(N(CC)CC)C.[CH:53]1([CH2:59][N:60]2[C:67]([NH2:68])=[C:66]([NH2:69])[C:64](=[O:65])[N:63]([CH2:70][CH:71]3[CH2:76][CH2:75][CH2:74][CH2:73][CH2:72]3)[C:61]2=[O:62])[CH2:58][CH2:57][CH2:56][CH2:55][CH2:54]1. (5) Given the product [CH3:14][O:13][C:10]1([CH2:9][CH2:8][N:7]2[CH2:2][CH2:3][NH:4][C:5]2=[O:6])[CH2:12][CH2:11]1, predict the reactants needed to synthesize it. The reactants are: Cl[CH2:2][CH2:3][NH:4][C:5]([NH:7][CH2:8][CH2:9][C:10]1([O:13][CH3:14])[CH2:12][CH2:11]1)=[O:6].[H-].[Na+].